This data is from Catalyst prediction with 721,799 reactions and 888 catalyst types from USPTO. The task is: Predict which catalyst facilitates the given reaction. (1) Reactant: C([O:3][CH:4](OCC)[CH2:5][CH:6]([C:10]1[CH:15]=[CH:14][CH:13]=[CH:12][C:11]=1[F:16])[C:7](=[O:9])[CH3:8])C.FC(F)(F)C(O)=O. Product: [F:16][C:11]1[CH:12]=[CH:13][CH:14]=[CH:15][C:10]=1[CH:6]([C:7](=[O:9])[CH3:8])[CH2:5][CH:4]=[O:3]. The catalyst class is: 2. (2) Reactant: O[CH2:2][CH2:3][CH2:4][C:5]1[N:10]=[CH:9][C:8]([C:11]2[CH:16]=[CH:15][C:14]([NH:17][C:18](=[O:24])[O:19][C:20]([CH3:23])([CH3:22])[CH3:21])=[CH:13][CH:12]=2)=[CH:7][N:6]=1.[CH3:25]S(OS(C)(=O)=O)(=O)=O.[NH:34]1[CH2:39][CH2:38]O[CH2:36][CH2:35]1.[Na+].[I-]. Product: [N:34]1([CH2:2][CH2:3][CH2:4][C:5]2[N:10]=[CH:9][C:8]([C:11]3[CH:16]=[CH:15][C:14]([NH:17][C:18](=[O:24])[O:19][C:20]([CH3:23])([CH3:22])[CH3:21])=[CH:13][CH:12]=3)=[CH:7][N:6]=2)[CH2:39][CH2:38][CH2:25][CH2:36][CH2:35]1. The catalyst class is: 1. (3) Reactant: Br[C:2]1[CH:3]=[C:4]2[C:8](=[CH:9][CH:10]=1)[NH:7][C:6]([C:11]1[C:16]([F:17])=[CH:15][CH:14]=[CH:13][C:12]=1[Cl:18])=[CH:5]2.[B:19]1([B:19]2[O:23][C:22]([CH3:25])([CH3:24])[C:21]([CH3:27])([CH3:26])[O:20]2)[O:23][C:22]([CH3:25])([CH3:24])[C:21]([CH3:27])([CH3:26])[O:20]1.C([O-])(=O)C.[K+]. Product: [Cl:18][C:12]1[CH:13]=[CH:14][CH:15]=[C:16]([F:17])[C:11]=1[C:6]1[NH:7][C:8]2[C:4]([CH:5]=1)=[CH:3][C:2]([B:19]1[O:23][C:22]([CH3:25])([CH3:24])[C:21]([CH3:27])([CH3:26])[O:20]1)=[CH:10][CH:9]=2. The catalyst class is: 12. (4) Reactant: [SH2:1].[Cl:2][C:3]1[CH:24]=[CH:23][C:6]([C:7]([C:9]2[CH:10]=[C:11]3[C:16](=[CH:17][CH:18]=2)[N:15]([CH3:19])[C:14](=[O:20])[CH:13]=[C:12]3[C:21]#[N:22])=[O:8])=[CH:5][CH:4]=1.C(#N)C. Product: [Cl:2][C:3]1[CH:4]=[CH:5][C:6]([C:7]([C:9]2[CH:10]=[C:11]3[C:16](=[CH:17][CH:18]=2)[N:15]([CH3:19])[C:14](=[O:20])[CH:13]=[C:12]3[C:21](=[S:1])[NH2:22])=[O:8])=[CH:23][CH:24]=1. The catalyst class is: 17. (5) Reactant: [Cl:1][C:2]1[N:7]=[N:6][C:5]([NH2:8])=[CH:4][C:3]=1[CH3:9].Cl[CH2:11][CH:12]=O. Product: [Cl:1][C:2]1[C:3]([CH3:9])=[CH:4][C:5]2[N:6]([CH:11]=[CH:12][N:8]=2)[N:7]=1. The catalyst class is: 51. (6) Product: [Br:32][C:9]1[CH:10]=[C:11]2[C:15](=[C:16]([F:17])[C:8]=1[F:7])[N:14]([CH2:18][O:19][CH2:20][CH2:21][Si:22]([CH3:25])([CH3:23])[CH3:24])[N:13]=[C:12]2[NH:26][C:27](=[O:31])[CH2:28][CH2:29][CH3:30]. Reactant: N1C=CC=CC=1.[F:7][C:8]1[C:16]([F:17])=[C:15]2[C:11]([C:12]([NH:26][C:27](=[O:31])[CH2:28][CH2:29][CH3:30])=[N:13][N:14]2[CH2:18][O:19][CH2:20][CH2:21][Si:22]([CH3:25])([CH3:24])[CH3:23])=[CH:10][CH:9]=1.[Br:32]Br.S([O-])([O-])(=O)=S.[Na+].[Na+]. The catalyst class is: 452.